This data is from Peptide-MHC class II binding affinity with 134,281 pairs from IEDB. The task is: Regression. Given a peptide amino acid sequence and an MHC pseudo amino acid sequence, predict their binding affinity value. This is MHC class II binding data. (1) The peptide sequence is PCRAGFETNVSHNVQ. The MHC is DRB1_0101 with pseudo-sequence DRB1_0101. The binding affinity (normalized) is 0.473. (2) The peptide sequence is LLDNRSNHYEEVIAS. The MHC is DRB1_0701 with pseudo-sequence DRB1_0701. The binding affinity (normalized) is 0.365. (3) The peptide sequence is WKVRLLPVPPTVTVF. The MHC is HLA-DQA10104-DQB10503 with pseudo-sequence HLA-DQA10104-DQB10503. The binding affinity (normalized) is 0.170. (4) The peptide sequence is PKLEFGSLIVNPSLN. The MHC is DRB1_1501 with pseudo-sequence DRB1_1501. The binding affinity (normalized) is 0.587. (5) The peptide sequence is QWKTANEAVQDPKFW. The MHC is DRB5_0101 with pseudo-sequence DRB5_0101. The binding affinity (normalized) is 0.434. (6) The peptide sequence is RGIVKENIIDLTKIDR. The MHC is DRB1_0101 with pseudo-sequence DRB1_0101. The binding affinity (normalized) is 0.162. (7) The peptide sequence is ELKESWGAIWRIDTP. The MHC is HLA-DPA10201-DPB10501 with pseudo-sequence HLA-DPA10201-DPB10501. The binding affinity (normalized) is 0.0945. (8) The peptide sequence is CQFLKVEKSQLLNEF. The MHC is DRB1_0301 with pseudo-sequence DRB1_0301. The binding affinity (normalized) is 0.563.